This data is from Catalyst prediction with 721,799 reactions and 888 catalyst types from USPTO. The task is: Predict which catalyst facilitates the given reaction. (1) Product: [N:1]1([CH2:5][CH2:6][O:7][C:8]2[CH:13]=[CH:12][C:11]([NH:14][C:30]([NH:29][C:23]3[CH:24]=[CH:25][C:26]([F:28])=[CH:27][C:22]=3[F:21])=[O:31])=[CH:10][C:9]=2[C:15]2[N:19]([CH3:20])[N:18]=[CH:17][CH:16]=2)[CH2:2][CH2:3][CH2:4]1. The catalyst class is: 2. Reactant: [N:1]1([CH2:5][CH2:6][O:7][C:8]2[CH:13]=[CH:12][C:11]([NH2:14])=[CH:10][C:9]=2[C:15]2[N:19]([CH3:20])[N:18]=[CH:17][CH:16]=2)[CH2:4][CH2:3][CH2:2]1.[F:21][C:22]1[CH:27]=[C:26]([F:28])[CH:25]=[CH:24][C:23]=1[N:29]=[C:30]=[O:31]. (2) Reactant: CN(C)C=O.Cl[C:7]1[CH:12]=[C:11]([O:13][CH2:14][C:15]#[C:16][CH3:17])[N:10]=[CH:9][N:8]=1.C(=O)([O-])[O-].[CH3:22][CH:23]1[CH2:28][CH2:27][NH:26][CH2:25][CH2:24]1. Product: [CH2:14]([O:13][C:11]1[CH:12]=[C:7]([N:26]2[CH2:27][CH2:28][CH:23]([CH3:22])[CH2:24][CH2:25]2)[N:8]=[CH:9][N:10]=1)[C:15]#[C:16][CH3:17]. The catalyst class is: 13. (3) Reactant: [CH2:1]([N:8]1[CH2:12][CH2:11][C:10](=O)[CH2:9]1)[C:2]1[CH:7]=[CH:6][CH:5]=[CH:4][CH:3]=1.[C:14]([N:17]1[C:25]2[C:20](=[CH:21][CH:22]=[C:23]([NH2:26])[CH:24]=2)[CH2:19][CH2:18]1)(=[O:16])[CH3:15].[BH-](OC(C)=O)(OC(C)=O)OC(C)=O.[Na+].CC(O)=O. Product: [CH2:1]([N:8]1[CH2:12][CH2:11][CH:10]([NH:26][C:23]2[CH:24]=[C:25]3[C:20]([CH2:19][CH2:18][N:17]3[C:14](=[O:16])[CH3:15])=[CH:21][CH:22]=2)[CH2:9]1)[C:2]1[CH:7]=[CH:6][CH:5]=[CH:4][CH:3]=1. The catalyst class is: 26. (4) Reactant: C[O:2][C:3](=[O:30])[C:4]1[CH:9]=[CH:8][C:7]([NH:10][C:11]([C@H:13]2[CH2:17][C@@H:16]([O:18][CH3:19])[CH2:15][N:14]2[C:20](=[O:29])[NH:21][C:22]2[CH:27]=[CH:26][C:25]([Cl:28])=[CH:24][CH:23]=2)=[O:12])=[CH:6][CH:5]=1.C[Si](C)(C)[O-].[K+]. Product: [Cl:28][C:25]1[CH:24]=[CH:23][C:22]([NH:21][C:20]([N:14]2[CH2:15][C@H:16]([O:18][CH3:19])[CH2:17][C@@H:13]2[C:11]([NH:10][C:7]2[CH:8]=[CH:9][C:4]([C:3]([OH:30])=[O:2])=[CH:5][CH:6]=2)=[O:12])=[O:29])=[CH:27][CH:26]=1. The catalyst class is: 1.